From a dataset of Catalyst prediction with 721,799 reactions and 888 catalyst types from USPTO. Predict which catalyst facilitates the given reaction. Reactant: [Cl:1][CH2:2][CH2:3][CH2:4][CH2:5][CH2:6][C:7]#[N:8].[NH2:9][C:10]([NH2:12])=[S:11]. Product: [ClH:1].[C:7]([CH2:6][CH2:5][CH2:4][CH2:3][CH2:2][S:11][C:10](=[NH:9])[NH2:12])#[N:8]. The catalyst class is: 6.